Dataset: NCI-60 drug combinations with 297,098 pairs across 59 cell lines. Task: Regression. Given two drug SMILES strings and cell line genomic features, predict the synergy score measuring deviation from expected non-interaction effect. (1) Drug 1: C1=CC(=CC=C1CCCC(=O)O)N(CCCl)CCCl. Drug 2: C1CN(P(=O)(OC1)NCCCl)CCCl. Cell line: SF-539. Synergy scores: CSS=10.9, Synergy_ZIP=-5.10, Synergy_Bliss=-5.03, Synergy_Loewe=-22.3, Synergy_HSA=-5.67. (2) Drug 1: C1CCC(C1)C(CC#N)N2C=C(C=N2)C3=C4C=CNC4=NC=N3. Drug 2: C1=C(C(=O)NC(=O)N1)N(CCCl)CCCl. Cell line: HCT-15. Synergy scores: CSS=4.16, Synergy_ZIP=2.71, Synergy_Bliss=-1.23, Synergy_Loewe=-7.85, Synergy_HSA=-2.57. (3) Drug 1: CC1=C(C=C(C=C1)NC(=O)C2=CC=C(C=C2)CN3CCN(CC3)C)NC4=NC=CC(=N4)C5=CN=CC=C5. Drug 2: C1=NC2=C(N1)C(=S)N=CN2. Cell line: M14. Synergy scores: CSS=17.7, Synergy_ZIP=4.31, Synergy_Bliss=3.13, Synergy_Loewe=-30.4, Synergy_HSA=-4.77.